Predict the reaction yield, written as a fraction of the theoretical maximum amount of product (1.0 means a 100% yield; for example, 0.34 means a 34% yield). From a dataset of Reaction yield outcomes from USPTO patents with 853,638 reactions. (1) The reactants are [NH2:1][C:2]1[C:3]([CH:8]=O)=[N:4][CH:5]=[CH:6][N:7]=1.[CH2:10]([NH:12][C:13]1[CH:18]=[CH:17][N:16]=[CH:15][C:14]=1[NH2:19])[CH3:11].S([O-])(O)=O.[Na+]. The catalyst is CC(N(C)C)=O. The product is [CH2:10]([N:12]1[C:13]2[CH:18]=[CH:17][N:16]=[CH:15][C:14]=2[N:19]=[C:8]1[C:3]1[C:2]([NH2:1])=[N:7][CH:6]=[CH:5][N:4]=1)[CH3:11]. The yield is 0.800. (2) The reactants are [C:1]([O:9][C@H:10]([CH2:15][C:16]1[C:17]([CH2:26][O:27]C(=O)C)=[C:18]2[C:22](=[C:23]([Cl:25])[CH:24]=1)[NH:21][N:20]=[CH:19]2)[C:11]([O:13][CH3:14])=[O:12])(=[O:8])[C:2]1[CH:7]=[CH:6][CH:5]=[CH:4][CH:3]=1.C(Cl)(Cl)Cl.CO.C[O-].[Mg+2].C[O-]. No catalyst specified. The product is [C:1]([O:9][C@H:10]([CH2:15][C:16]1[C:17]([CH2:26][OH:27])=[C:18]2[C:22](=[C:23]([Cl:25])[CH:24]=1)[NH:21][N:20]=[CH:19]2)[C:11]([O:13][CH3:14])=[O:12])(=[O:8])[C:2]1[CH:7]=[CH:6][CH:5]=[CH:4][CH:3]=1. The yield is 0.670. (3) The reactants are [CH2:1]([C:3]1[CH:11]=[CH:10][C:9]2[NH:8][C:7]3[CH2:12][CH2:13][N:14]([CH3:16])[CH2:15][C:6]=3[C:5]=2[CH:4]=1)[CH3:2].[OH-].[K+].[CH3:19][C:20]1[CH:25]=[CH:24][C:23]([CH:26]=[CH2:27])=[CH:22][N:21]=1. The catalyst is CN1CCCC1=O.O. The product is [CH2:1]([C:3]1[CH:11]=[CH:10][C:9]2[N:8]([CH2:27][CH2:26][C:23]3[CH:22]=[N:21][C:20]([CH3:19])=[CH:25][CH:24]=3)[C:7]3[CH2:12][CH2:13][N:14]([CH3:16])[CH2:15][C:6]=3[C:5]=2[CH:4]=1)[CH3:2]. The yield is 0.200. (4) The reactants are Br[C:2]1[C:6]([CH3:7])=[C:5]([C:8]2[CH:13]=[CH:12][C:11]([O:14]C)=[CH:10][CH:9]=2)[S:4][C:3]=1[CH:16]1[O:20]CCO1.C[O:22][C:23]1[CH:28]=[CH:27][C:26](B(O)O)=[C:25]([CH3:32])[CH:24]=1. No catalyst specified. The product is [OH:22][C:23]1[CH:28]=[CH:27][C:26]([C:2]2[C:6]([CH3:7])=[C:5]([C:8]3[CH:9]=[CH:10][C:11]([OH:14])=[CH:12][CH:13]=3)[S:4][C:3]=2[CH:16]=[O:20])=[C:25]([CH3:32])[CH:24]=1. The yield is 0.900. (5) The reactants are [CH2:1]([C:3]1[N:7]([C:8]2[N:16]=[C:15]3[C:11]([N:12]=[C:13]([CH:18]=O)[N:14]3[CH3:17])=[C:10]([N:20]3[CH2:25][CH2:24][O:23][CH2:22][CH2:21]3)[N:9]=2)[C:6]2[CH:26]=[CH:27][CH:28]=[CH:29][C:5]=2[N:4]=1)[CH3:2].[NH:30]1[CH2:33][CH:32]([N:34]2[CH2:38][CH2:37][C@H:36]([OH:39])[CH2:35]2)[CH2:31]1.C(O[BH-](OC(=O)C)OC(=O)C)(=O)C.[Na+]. The catalyst is ClCCCl. The product is [CH2:1]([C:3]1[N:7]([C:8]2[N:16]=[C:15]3[C:11]([N:12]=[C:13]([CH2:18][N:30]4[CH2:33][CH:32]([N:34]5[CH2:38][CH2:37][C@H:36]([OH:39])[CH2:35]5)[CH2:31]4)[N:14]3[CH3:17])=[C:10]([N:20]3[CH2:25][CH2:24][O:23][CH2:22][CH2:21]3)[N:9]=2)[C:6]2[CH:26]=[CH:27][CH:28]=[CH:29][C:5]=2[N:4]=1)[CH3:2]. The yield is 0.530. (6) The reactants are [Cl:1][C:2]1[C:7]([C:8]#[N:9])=[CH:6][C:5]([C:10]2[C:19]3[C:14](=[CH:15][C:16]([S:20]([O:23]C4C(F)=C(F)C(F)=C(F)C=4F)(=[O:22])=O)=[CH:17][CH:18]=3)[CH:13]=[CH:12][N:11]=2)=[C:4]([O:35][CH3:36])[CH:3]=1.[S:37]1[C:41]([NH2:42])=[N:40][CH:39]=[N:38]1.C(=O)([O-])[O-].[Cs+].[Cs+].C(#N)C. The catalyst is CCOC(C)=O.Cl. The product is [Cl:1][C:2]1[C:7]([C:8]#[N:9])=[CH:6][C:5]([C:10]2[C:19]3[C:14](=[CH:15][C:16]([S:20]([NH:42][C:41]4[S:37][N:38]=[CH:39][N:40]=4)(=[O:23])=[O:22])=[CH:17][CH:18]=3)[CH:13]=[CH:12][N:11]=2)=[C:4]([O:35][CH3:36])[CH:3]=1. The yield is 0.586. (7) The reactants are [CH2:1]([N:3](CC)CC)[CH3:2].[Cl:8][C:9]1[C:18]([C:19](Cl)=[O:20])=[C:17]([S:22]([CH3:25])(=[O:24])=[O:23])[CH:16]=[CH:15][C:10]=1[C:11]([O:13][CH3:14])=[O:12]. The catalyst is C1(C)C=CC=CC=1.C(OCC)(=O)C. The product is [Cl:8][C:9]1[C:18]([C:19]2[O:20][CH2:2][CH2:1][N:3]=2)=[C:17]([S:22]([CH3:25])(=[O:24])=[O:23])[CH:16]=[CH:15][C:10]=1[C:11]([O:13][CH3:14])=[O:12]. The yield is 0.460. (8) The reactants are [CH:1]([O:14][C:15]([NH:17][C:18]1[CH:23]=[CH:22][N:21]([CH2:24][C:25]([N:27]([CH2:32][CH2:33][NH:34][S:35]([C:38]2[CH:43]=[CH:42][CH:41]=[CH:40][C:39]=2[N+:44]([O-:46])=[O:45])(=[O:37])=[O:36])[CH2:28][C:29]([OH:31])=O)=[O:26])[C:20](=[O:47])[N:19]=1)=[O:16])([C:8]1[CH:13]=[CH:12][CH:11]=[CH:10][CH:9]=1)[C:2]1[CH:7]=[CH:6][CH:5]=[CH:4][CH:3]=1.CN1CCOCC1.ClC(OCC(C)C)=O. The catalyst is C1COCC1. The product is [CH:1]([O:14][C:15]([NH:17][C:18]1[CH:23]=[CH:22][N:21]([CH2:24][C:25]([N:27]2[CH2:32][CH2:33][N:34]([S:35]([C:38]3[CH:43]=[CH:42][CH:41]=[CH:40][C:39]=3[N+:44]([O-:46])=[O:45])(=[O:36])=[O:37])[C:29](=[O:31])[CH2:28]2)=[O:26])[C:20](=[O:47])[N:19]=1)=[O:16])([C:8]1[CH:9]=[CH:10][CH:11]=[CH:12][CH:13]=1)[C:2]1[CH:7]=[CH:6][CH:5]=[CH:4][CH:3]=1. The yield is 0.770.